Dataset: Forward reaction prediction with 1.9M reactions from USPTO patents (1976-2016). Task: Predict the product of the given reaction. (1) Given the reactants C([O:4][CH2:5][C:6]1[C:7]([N:30]2[CH2:42][CH2:41][N:33]3[C:34]4[CH2:35][CH2:36][CH2:37][CH2:38][C:39]=4[CH:40]=[C:32]3[C:31]2=[O:43])=[N:8][CH:9]=[CH:10][C:11]=1[C:12]1[CH:17]=[C:16]([NH:18][C:19]2[CH:27]=[C:22]3[CH2:23][O:24][CH2:25][CH2:26][N:21]3[N:20]=2)[C:15](=[O:28])[N:14]([CH3:29])[CH:13]=1)(=O)C.[OH-].[Li+], predict the reaction product. The product is: [N:20]1[N:21]2[C:22]([CH2:23][O:24][CH2:25][CH2:26]2)=[CH:27][C:19]=1[NH:18][C:16]1[C:15](=[O:28])[N:14]([CH3:29])[CH:13]=[C:12]([C:11]2[CH:10]=[CH:9][N:8]=[C:7]([N:30]3[CH2:42][CH2:41][N:33]4[C:34]5[CH2:35][CH2:36][CH2:37][CH2:38][C:39]=5[CH:40]=[C:32]4[C:31]3=[O:43])[C:6]=2[CH2:5][OH:4])[CH:17]=1. (2) Given the reactants I[C:2]1[CH:3]=[CH:4][C:5]2[N:6]([C:8]([C:11]3[CH:16]=[CH:15][CH:14]=[C:13]([C:17]([F:20])([F:19])[F:18])[CH:12]=3)=[N:9][N:10]=2)[CH:7]=1.[O:21]1[CH2:26][CH2:25][CH:24]([NH2:27])[CH2:23][CH2:22]1.C1C=CC(P(C2C=CC3C(=CC=CC=3)C=2C2C3C(=CC=CC=3)C=CC=2P(C2C=CC=CC=2)C2C=CC=CC=2)C2C=CC=CC=2)=CC=1.C([O-])([O-])=O.[Cs+].[Cs+], predict the reaction product. The product is: [O:21]1[CH2:26][CH2:25][CH:24]([NH:27][C:2]2[CH:3]=[CH:4][C:5]3[N:6]([C:8]([C:11]4[CH:16]=[CH:15][CH:14]=[C:13]([C:17]([F:20])([F:19])[F:18])[CH:12]=4)=[N:9][N:10]=3)[CH:7]=2)[CH2:23][CH2:22]1. (3) Given the reactants Cl[C:2]1[N:7]=[CH:6][C:5]([C:8]#[N:9])=[C:4]([O:10][CH3:11])[CH:3]=1.ClCCl.[CH2:15](N(CC)CC)[CH3:16], predict the reaction product. The product is: [CH:15]([C:2]1[N:7]=[CH:6][C:5]([C:8]#[N:9])=[C:4]([O:10][CH3:11])[CH:3]=1)=[CH2:16]. (4) Given the reactants [F:1][C:2]([F:11])([F:10])[C:3]1[N:8]=[CH:7][C:6]([NH2:9])=[CH:5][CH:4]=1.[F:12][C:13]1[CH:20]=[C:19]([O:21][CH3:22])[CH:18]=[C:17]([F:23])[C:14]=1[CH:15]=O, predict the reaction product. The product is: [F:12][C:13]1[CH:20]=[C:19]([O:21][CH3:22])[CH:18]=[C:17]([F:23])[C:14]=1[CH:15]=[N:9][C:6]1[CH:7]=[N:8][C:3]([C:2]([F:1])([F:10])[F:11])=[CH:4][CH:5]=1. (5) Given the reactants C(N(C(C)C)CC)(C)C.[NH2:10][C:11]1[CH:26]=[CH:25][C:24]([Cl:27])=[CH:23][C:12]=1[C:13]([NH:15][CH2:16][CH:17]1[CH2:22][CH2:21][CH2:20][CH2:19][CH2:18]1)=[O:14].[CH:28]1[C:37]2[C:32](=[CH:33][CH:34]=[CH:35][CH:36]=2)[CH:31]=[CH:30][C:29]=1[C:38](Cl)=[O:39], predict the reaction product. The product is: [Cl:27][C:24]1[CH:25]=[CH:26][C:11]([NH:10][C:38]([C:29]2[CH:30]=[CH:31][C:32]3[C:37](=[CH:36][CH:35]=[CH:34][CH:33]=3)[CH:28]=2)=[O:39])=[C:12]([C:13]([NH:15][CH2:16][CH:17]2[CH2:22][CH2:21][CH2:20][CH2:19][CH2:18]2)=[O:14])[CH:23]=1. (6) Given the reactants [OH:1][C:2]1[CH:11]=[CH:10][C:9]([N+:12]([O-:14])=[O:13])=[CH:8][C:3]=1[C:4]([O:6][CH3:7])=[O:5].[F:15][C:16]1[CH:21]=[CH:20][CH:19]=[CH:18][C:17]=1[CH:22]([C:24]1[CH:29]=[CH:28][CH:27]=[CH:26][CH:25]=1)O.C1(P(C2C=CC=CC=2)C2C=CC=CC=2)C=CC=CC=1, predict the reaction product. The product is: [F:15][C:16]1[CH:21]=[CH:20][CH:19]=[CH:18][C:17]=1[CH:22]([C:24]1[CH:25]=[CH:26][CH:27]=[CH:28][CH:29]=1)[O:1][C:2]1[CH:11]=[CH:10][C:9]([N+:12]([O-:14])=[O:13])=[CH:8][C:3]=1[C:4]([O:6][CH3:7])=[O:5]. (7) Given the reactants CO.[BH4-].[Li+].[C:5]([O:9][C:10]([N:12]1[CH2:16][CH:15]=[CH:14][C@H:13]1[CH2:17][C:18](OC)=[O:19])=[O:11])([CH3:8])([CH3:7])[CH3:6].O, predict the reaction product. The product is: [C:5]([O:9][C:10]([N:12]1[CH2:16][CH:15]=[CH:14][C@H:13]1[CH2:17][CH2:18][OH:19])=[O:11])([CH3:8])([CH3:7])[CH3:6]. (8) Given the reactants [Cl:1][C:2]1[CH:3]=[C:4]([CH:7]=[CH:8][C:9]=1[C:10]([F:13])([F:12])[F:11])[CH2:5]Cl.[H-].[Na+].[F:16][C:17]([F:26])([F:25])[CH2:18][CH2:19][CH:20]([C:23]#[N:24])[C:21]#[N:22], predict the reaction product. The product is: [Cl:1][C:2]1[CH:3]=[C:4]([CH:7]=[CH:8][C:9]=1[C:10]([F:13])([F:12])[F:11])[CH2:5][C:20]([CH2:19][CH2:18][C:17]([F:16])([F:25])[F:26])([C:21]#[N:22])[C:23]#[N:24].